This data is from Peptide-MHC class I binding affinity with 185,985 pairs from IEDB/IMGT. The task is: Regression. Given a peptide amino acid sequence and an MHC pseudo amino acid sequence, predict their binding affinity value. This is MHC class I binding data. (1) The peptide sequence is YQRPFGGQS. The MHC is HLA-B15:01 with pseudo-sequence HLA-B15:01. The binding affinity (normalized) is 0.240. (2) The peptide sequence is VFFKQWFEK. The MHC is HLA-B27:05 with pseudo-sequence HLA-B27:05. The binding affinity (normalized) is 0.0847. (3) The peptide sequence is AVYGNIKHK. The MHC is HLA-B51:01 with pseudo-sequence HLA-B51:01. The binding affinity (normalized) is 0. (4) The peptide sequence is LLVTHYAII. The MHC is HLA-B08:01 with pseudo-sequence HLA-B08:01. The binding affinity (normalized) is 0.399.